From a dataset of Forward reaction prediction with 1.9M reactions from USPTO patents (1976-2016). Predict the product of the given reaction. (1) Given the reactants [Br:1][C:2]1[CH:3]=[CH:4][C:5]2[O:14][C:13]3[C:12](=[O:15])[NH:11][C:10]([CH:16]4CC[NH:19][CH2:18][CH2:17]4)=[N:9][C:8]=3[C:6]=2[CH:7]=1.BrC1C=CC2OC3C(=O)NC(C4CCN(C(OC(C)(C)C)=O)CC4)=NC=3C=2C=1.BrC1C=CC2OC3C(=O)NC([C@@H]4CCN4C(OC(C)(C)C)=O)=NC=3C=2C=1, predict the reaction product. The product is: [NH:19]1[CH2:18][CH2:17][C@H:16]1[C:10]1[NH:11][C:12](=[O:15])[C:13]2[O:14][C:5]3[CH:4]=[CH:3][C:2]([Br:1])=[CH:7][C:6]=3[C:8]=2[N:9]=1. (2) Given the reactants Br[C:2]1[N:3]=[CH:4][C:5]([NH2:8])=[N:6][CH:7]=1.[CH3:9][C:10]1[CH:11]=[C:12](B(O)O)[CH:13]=[CH:14][C:15]=1[CH3:16].C(=O)([O-])[O-].[Na+].[Na+], predict the reaction product. The product is: [CH3:9][C:10]1[CH:11]=[C:12]([C:2]2[N:3]=[CH:4][C:5]([NH2:8])=[N:6][CH:7]=2)[CH:13]=[CH:14][C:15]=1[CH3:16]. (3) The product is: [Br-:10].[CH2:1]([N+:5]1[CH:9]=[CH:8][N:7]([CH2:11][CH2:12][CH2:13][CH2:14][CH2:15][CH2:16][CH2:17][CH2:18][CH2:19][CH3:20])[CH:6]=1)[CH2:2][CH2:3][CH3:4]. Given the reactants [CH2:1]([N:5]1[CH:9]=[CH:8][N:7]=[CH:6]1)[CH2:2][CH2:3][CH3:4].[Br:10][CH2:11][CH2:12][CH2:13][CH2:14][CH2:15][CH2:16][CH2:17][CH2:18][CH2:19][CH3:20], predict the reaction product. (4) Given the reactants [NH2:1][C:2]1[CH:7]=[C:6]([N+:8]([O-:10])=[O:9])[CH:5]=[CH:4][C:3]=1[OH:11].[CH3:12][C:13](C)=[O:14].CCN(CC)CC, predict the reaction product. The product is: [N+:8]([C:6]1[CH:5]=[CH:4][C:3]2[O:11][CH2:12][C:13](=[O:14])[NH:1][C:2]=2[CH:7]=1)([O-:10])=[O:9]. (5) Given the reactants [C:1]([O:5][C:6](=[O:16])[NH:7][C@H:8]1[CH2:13][CH2:12][C@H:11]([CH2:14][OH:15])[CH2:10][CH2:9]1)([CH3:4])([CH3:3])[CH3:2].CCN(C(C)C)C(C)C.S(=O)(=O)=O.N1C=CC=CC=1, predict the reaction product. The product is: [C:1]([O:5][C:6](=[O:16])[NH:7][C@H:8]1[CH2:9][CH2:10][C@H:11]([CH:14]=[O:15])[CH2:12][CH2:13]1)([CH3:4])([CH3:2])[CH3:3]. (6) Given the reactants [N:1]([O-])=O.[Na+].[CH:5]1[C:14]2[C:9](=[CH:10][CH:11]=[CH:12][CH:13]=2)[CH:8]=[CH:7][C:6]=1[NH2:15].[Cl:16][Sn]Cl, predict the reaction product. The product is: [ClH:16].[CH:5]1[C:14]2[C:9](=[CH:10][CH:11]=[CH:12][CH:13]=2)[CH:8]=[CH:7][C:6]=1[NH:15][NH2:1]. (7) Given the reactants Br[CH:2]([C:19]1[CH:24]=[CH:23][CH:22]=[CH:21][CH:20]=1)[C:3]([NH:5][C:6]1[S:7][C:8]([CH2:11][C:12]2[CH:17]=[CH:16][CH:15]=[CH:14][C:13]=2[Cl:18])=[CH:9][N:10]=1)=[O:4].[CH3:25][NH:26][CH3:27], predict the reaction product. The product is: [Cl:18][C:13]1[CH:14]=[CH:15][CH:16]=[CH:17][C:12]=1[CH2:11][C:8]1[S:7][C:6]([NH:5][C:3](=[O:4])[CH:2]([N:26]([CH3:27])[CH3:25])[C:19]2[CH:24]=[CH:23][CH:22]=[CH:21][CH:20]=2)=[N:10][CH:9]=1.